Predict which catalyst facilitates the given reaction. From a dataset of Catalyst prediction with 721,799 reactions and 888 catalyst types from USPTO. (1) Reactant: [CH2:1]([OH:19])[CH2:2][CH2:3][CH2:4][CH2:5][CH2:6][CH2:7][CH2:8][CH2:9][CH2:10][CH2:11][CH2:12][CH2:13][CH2:14][CH2:15][CH2:16][CH2:17][CH3:18].[C:20]12[C:26](=[CH:27][CH:28]=[CH:29][CH:30]=1)[NH:25]C(=O)O[C:21]2=[O:22].CO. Product: [C:21]([O:19][CH2:1][CH2:2][CH2:3][CH2:4][CH2:5][CH2:6][CH2:7][CH2:8][CH2:9][CH2:10][CH2:11][CH2:12][CH2:13][CH2:14][CH2:15][CH2:16][CH2:17][CH3:18])(=[O:22])[C:20]1[C:26](=[CH:27][CH:28]=[CH:29][CH:30]=1)[NH2:25]. The catalyst class is: 9. (2) Reactant: CO[C:3]1[CH:8]=[CH:7][CH:6]=[CH:5][C:4]=1[CH2:9][C:10](=O)[CH3:11].[CH:13]([O-:15])=O.[NH4+:16].C(O)(=O)C. Product: [CH3:13][O:15][C:7]1[CH:8]=[CH:3][C:4]([CH2:9][C@H:10]([NH2:16])[CH3:11])=[CH:5][CH:6]=1. The catalyst class is: 5.